Dataset: Catalyst prediction with 721,799 reactions and 888 catalyst types from USPTO. Task: Predict which catalyst facilitates the given reaction. (1) Reactant: C(N(CC)CC)C.[NH2:8][C:9]1[C:10]([O:29][CH3:30])=[C:11]([NH:19][S:20]([CH:23]2[CH2:28][CH2:27][CH2:26][CH2:25][CH2:24]2)(=[O:22])=[O:21])[CH:12]=[C:13]([C:15]([CH3:18])([CH3:17])[CH3:16])[CH:14]=1.[CH3:31][O:32][C:33]1[CH:34]=[C:35]([NH:50][C:51]2[N:56]=[C:55]([O:57][C:58]3[C:67]4[C:62](=[CH:63][CH:64]=[CH:65][CH:66]=4)[C:61]([NH:68][C:69](=O)[O:70]C4C=CC=CC=4)=[CH:60][CH:59]=3)[CH:54]=[CH:53][N:52]=2)[CH:36]=[C:37]([O:39][CH2:40][CH2:41][O:42][CH2:43][CH2:44][O:45][CH2:46][CH2:47][O:48][CH3:49])[CH:38]=1. Product: [C:15]([C:13]1[CH:14]=[C:9]([NH:8][C:69]([NH:68][C:61]2[C:62]3[C:67](=[CH:66][CH:65]=[CH:64][CH:63]=3)[C:58]([O:57][C:55]3[CH:54]=[CH:53][N:52]=[C:51]([NH:50][C:35]4[CH:36]=[C:37]([O:39][CH2:40][CH2:41][O:42][CH2:43][CH2:44][O:45][CH2:46][CH2:47][O:48][CH3:49])[CH:38]=[C:33]([O:32][CH3:31])[CH:34]=4)[N:56]=3)=[CH:59][CH:60]=2)=[O:70])[C:10]([O:29][CH3:30])=[C:11]([NH:19][S:20]([CH:23]2[CH2:24][CH2:25][CH2:26][CH2:27][CH2:28]2)(=[O:22])=[O:21])[CH:12]=1)([CH3:18])([CH3:17])[CH3:16]. The catalyst class is: 480. (2) Reactant: [CH3:1][NH2:2].Cl.[Cl:4][C:5]1[CH:10]=[CH:9][N:8]=[C:7]([C:11]([O:13]C)=O)[CH:6]=1. Product: [CH3:1][NH:2][C:11]([C:7]1[CH:6]=[C:5]([Cl:4])[CH:10]=[CH:9][N:8]=1)=[O:13]. The catalyst class is: 5. (3) Reactant: [CH3:1][O:2][C:3]1[CH:8]=[CH:7][C:6]([NH:9]N)=[C:5]([CH3:11])[CH:4]=1.O.Cl.[NH:14]1[CH2:19][CH2:18][C:17](=O)[CH2:16][CH2:15]1.Cl. Product: [CH3:1][O:2][C:3]1[CH:4]=[C:5]([CH3:11])[C:6]2[NH:9][C:17]3[CH2:16][CH2:15][NH:14][CH2:19][C:18]=3[C:7]=2[CH:8]=1. The catalyst class is: 14. (4) Reactant: [Cl:1][C:2]1[CH:9]=[C:8]([F:10])[CH:7]=[CH:6][C:3]=1[CH:4]=[O:5].[N+:11]([O-])([O-:13])=[O:12].[K+]. The catalyst class is: 65. Product: [Cl:1][C:2]1[CH:9]=[C:8]([F:10])[C:7]([N+:11]([O-:13])=[O:12])=[CH:6][C:3]=1[CH:4]=[O:5]. (5) Reactant: [Si]([O:8][CH2:9][CH2:10][CH2:11][N:12]1[CH:23]=[CH:22][C:21]2[C:13]1=[CH:14][C:15]([C:26]1[CH:31]=[CH:30][CH:29]=[CH:28][C:27]=1[Cl:32])=[C:16]1[C:20]=2[C:19](=[O:24])[NH:18][C:17]1=[O:25])(C(C)(C)C)(C)C.OS(O)(=O)=O. Product: [Cl:32][C:27]1[CH:28]=[CH:29][CH:30]=[CH:31][C:26]=1[C:15]1[CH:14]=[C:13]2[C:21]([CH:22]=[CH:23][N:12]2[CH2:11][CH2:10][CH2:9][OH:8])=[C:20]2[C:16]=1[C:17](=[O:25])[NH:18][C:19]2=[O:24]. The catalyst class is: 12. (6) Reactant: [CH:1]1([C:4]2[CH:5]=[C:6]([F:27])[C:7]([N+:24]([O-])=O)=[C:8]([NH:10][CH:11]3[CH2:16][CH2:15][N:14]([C:17]([O:19][C:20]([CH3:23])([CH3:22])[CH3:21])=[O:18])[CH2:13][CH2:12]3)[CH:9]=2)[CH2:3][CH2:2]1. Product: [NH2:24][C:7]1[C:6]([F:27])=[CH:5][C:4]([CH:1]2[CH2:3][CH2:2]2)=[CH:9][C:8]=1[NH:10][CH:11]1[CH2:16][CH2:15][N:14]([C:17]([O:19][C:20]([CH3:23])([CH3:22])[CH3:21])=[O:18])[CH2:13][CH2:12]1. The catalyst class is: 19. (7) Reactant: C(OC([N:8]1[C:16]2[C:11](=[CH:12][C:13]([F:17])=[CH:14][CH:15]=2)[CH:10]=[C:9]1[C:18]1[N:23]=[C:22]([NH:24][C:25]2[CH:33]=[CH:32][C:28]([C:29]([OH:31])=O)=[CH:27][C:26]=2[O:34][CH3:35])[CH:21]=[N:20][CH:19]=1)=O)(C)(C)C.[NH:36]1[CH2:40][CH2:39][C@@H:38]([NH:41]C(=O)OC(C)(C)C)[CH2:37]1.CN(C(ON1N=NC2C=CC=CC1=2)=[N+](C)C)C.[B-](F)(F)(F)F.[ClH:71].CCOCC. Product: [ClH:71].[ClH:71].[NH2:41][C@@H:38]1[CH2:39][CH2:40][N:36]([C:29]([C:28]2[CH:32]=[CH:33][C:25]([NH:24][C:22]3[CH:21]=[N:20][CH:19]=[C:18]([C:9]4[NH:8][C:16]5[C:11]([CH:10]=4)=[CH:12][C:13]([F:17])=[CH:14][CH:15]=5)[N:23]=3)=[C:26]([O:34][CH3:35])[CH:27]=2)=[O:31])[CH2:37]1. The catalyst class is: 121. (8) Reactant: [N+:1]([C:4]1[CH:5]=[CH:6][C:7]2[N:13]3[N:14]=[C:15]([C:20]4[CH:25]=[CH:24][C:23]([O:26][C:27]5[CH:32]=[CH:31][CH:30]=[CH:29][CH:28]=5)=[CH:22][CH:21]=4)[C:16]([C:17]([NH2:19])=[O:18])=[C:12]3[NH:11][CH2:10][CH2:9][C:8]=2[CH:33]=1)([O-])=O. Product: [NH2:1][C:4]1[CH:5]=[CH:6][C:7]2[N:13]3[N:14]=[C:15]([C:20]4[CH:25]=[CH:24][C:23]([O:26][C:27]5[CH:28]=[CH:29][CH:30]=[CH:31][CH:32]=5)=[CH:22][CH:21]=4)[C:16]([C:17]([NH2:19])=[O:18])=[C:12]3[NH:11][CH2:10][CH2:9][C:8]=2[CH:33]=1. The catalyst class is: 29. (9) Reactant: [OH:1][NH:2][C:3](=[NH:5])[CH3:4].[H-].[Na+].CO[C:10]([C:12]1[N:13]([CH:17]2[C:26]3[C:21](=[CH:22][CH:23]=[CH:24][CH:25]=3)[NH:20][C:19](=[O:27])[C:18]2([CH3:29])[CH3:28])[CH:14]=[N:15][CH:16]=1)=O. Product: [CH3:28][C:18]1([CH3:29])[CH:17]([N:13]2[C:12]([C:10]3[O:1][N:2]=[C:3]([CH3:4])[N:5]=3)=[CH:16][N:15]=[CH:14]2)[C:26]2[C:21](=[CH:22][CH:23]=[CH:24][CH:25]=2)[NH:20][C:19]1=[O:27]. The catalyst class is: 1.